Dataset: Reaction yield outcomes from USPTO patents with 853,638 reactions. Task: Predict the reaction yield, written as a fraction of the theoretical maximum amount of product (1.0 means a 100% yield; for example, 0.34 means a 34% yield). (1) The reactants are [NH2:1][C:2]1[N:7]=[C:6](Cl)[C:5]([C:9]#[N:10])=[C:4]([S:11][CH3:12])[N:3]=1.[F:13][C:14]1[CH:19]=[CH:18][C:17](B(O)O)=[CH:16][CH:15]=1.C(=O)([O-])[O-].[K+].[K+]. The catalyst is C1(C)C=CC=CC=1. The product is [NH2:1][C:2]1[N:7]=[C:6]([C:17]2[CH:18]=[CH:19][C:14]([F:13])=[CH:15][CH:16]=2)[C:5]([C:9]#[N:10])=[C:4]([S:11][CH3:12])[N:3]=1. The yield is 0.540. (2) The reactants are [Cl:1][C:2]1[CH:10]=[C:9]2[C:5]([C:6]([Sn](CCCC)(CCCC)CCCC)=[N:7][NH:8]2)=[CH:4][CH:3]=1.[N:24]1[CH:29]=[CH:28][CH:27]=[C:26]([CH:30]([NH:32][C:33]([C:35]2[C:43]3[C:38](=[N:39][CH:40]=[C:41](Br)[N:42]=3)[N:37]([CH2:45][O:46][CH2:47][CH2:48][Si:49]([CH3:52])([CH3:51])[CH3:50])[CH:36]=2)=[O:34])[CH3:31])[CH:25]=1.CN(C=O)C. The catalyst is CCOCC.[Cu]I.C1C=CC([P]([Pd]([P](C2C=CC=CC=2)(C2C=CC=CC=2)C2C=CC=CC=2)([P](C2C=CC=CC=2)(C2C=CC=CC=2)C2C=CC=CC=2)[P](C2C=CC=CC=2)(C2C=CC=CC=2)C2C=CC=CC=2)(C2C=CC=CC=2)C2C=CC=CC=2)=CC=1. The product is [N:24]1[CH:29]=[CH:28][CH:27]=[C:26]([CH:30]([NH:32][C:33]([C:35]2[C:43]3[C:38](=[N:39][CH:40]=[C:41]([C:6]4[C:5]5[C:9](=[CH:10][C:2]([Cl:1])=[CH:3][CH:4]=5)[NH:8][N:7]=4)[N:42]=3)[N:37]([CH2:45][O:46][CH2:47][CH2:48][Si:49]([CH3:50])([CH3:52])[CH3:51])[CH:36]=2)=[O:34])[CH3:31])[CH:25]=1. The yield is 0.480. (3) The reactants are [Br:1][C:2]1[C:11]2[CH2:10][CH2:9][CH2:8][CH2:7][C:6]=2[C:5]([OH:12])=[CH:4][CH:3]=1.Cl.[CH3:14][N:15]([CH3:19])[CH2:16][CH2:17]Cl.C(=O)([O-])[O-].[K+].[K+].[Cl-]. The catalyst is C(#N)C. The product is [Br:1][C:2]1[C:11]2[CH2:10][CH2:9][CH2:8][CH2:7][C:6]=2[C:5]([O:12][CH2:17][CH2:16][N:15]([CH3:19])[CH3:14])=[CH:4][CH:3]=1. The yield is 0.650.